Dataset: Full USPTO retrosynthesis dataset with 1.9M reactions from patents (1976-2016). Task: Predict the reactants needed to synthesize the given product. (1) The reactants are: C([O:3][C:4]([C:6]1([C:9]2[CH:14]=[CH:13][C:12]([C:15]3[CH:20]=[CH:19][C:18]([C:21]4[O:25][N:24]=[C:23]([CH3:26])[C:22]=4[NH:27][C:28]([O:30][C@H:31]([C:33]4[CH:38]=[CH:37][CH:36]=[CH:35][CH:34]=4)[CH3:32])=[O:29])=[CH:17][CH:16]=3)=[CH:11][CH:10]=2)[CH2:8][CH2:7]1)=[O:5])C.CO.[OH-].[Li+].Cl. Given the product [CH3:26][C:23]1[C:22]([NH:27][C:28]([O:30][C@H:31]([C:33]2[CH:34]=[CH:35][CH:36]=[CH:37][CH:38]=2)[CH3:32])=[O:29])=[C:21]([C:18]2[CH:19]=[CH:20][C:15]([C:12]3[CH:11]=[CH:10][C:9]([C:6]4([C:4]([OH:5])=[O:3])[CH2:8][CH2:7]4)=[CH:14][CH:13]=3)=[CH:16][CH:17]=2)[O:25][N:24]=1, predict the reactants needed to synthesize it. (2) Given the product [ClH:1].[ClH:1].[CH3:2][C:3]1[O:7][N:6]=[C:5]([C:8]2[CH:13]=[CH:12][C:11]([C@H:14]3[CH2:19][NH:18][CH2:17][CH2:16][NH:15]3)=[CH:10][CH:9]=2)[N:4]=1, predict the reactants needed to synthesize it. The reactants are: [ClH:1].[CH3:2][C:3]1[O:7][N:6]=[C:5]([C:8]2[CH:13]=[CH:12][C:11]([C@H:14]3[CH2:19][N:18](C([O-])=O)[CH2:17][CH2:16][N:15]3C([O-])=O)=[CH:10][CH:9]=2)[N:4]=1. (3) Given the product [C:27]([C:30]1[N:37]2[C:33]([S:34][C:35]([C:8]3[C@H:9]([CH3:10])[C@@H:5]4[C@@H:4]([C@H:2]([OH:1])[CH3:3])[C:25](=[O:26])[N:6]4[C:7]=3[C:12]([O:14][CH2:15][C:16]3[CH:17]=[CH:18][C:19]([N+:22]([O-:24])=[O:23])=[CH:20][CH:21]=3)=[O:13])=[CH:36]2)=[C:32]([C:51]([C:53]2[CH:54]=[N:55][CH:56]=[CH:57][CH:58]=2)=[O:52])[N:31]=1)(=[O:29])[NH2:28], predict the reactants needed to synthesize it. The reactants are: [OH:1][C@@H:2]([C@H:4]1[C:25](=[O:26])[N:6]2[C@@H:7]([C:12]([O:14][CH2:15][C:16]3[CH:21]=[CH:20][C:19]([N+:22]([O-:24])=[O:23])=[CH:18][CH:17]=3)=[O:13])[C:8](=O)[C@H:9]([CH3:10])[C@H:5]12)[CH3:3].[C:27]([C:30]1[N:37]2[C:33]([S:34][C:35]([Sn](CCCC)(CCCC)CCCC)=[CH:36]2)=[C:32]([C:51]([C:53]2[CH:54]=[N:55][CH:56]=[CH:57][CH:58]=2)=[O:52])[N:31]=1)(=[O:29])[NH2:28]. (4) The reactants are: [OH:1][C:2]1[C:3]([C:12]([OH:14])=[O:13])=[CH:4][C:5]2[C:10]([CH:11]=1)=[CH:9][CH:8]=[CH:7][CH:6]=2.[C:15](OC(=O)C)(=[O:17])[CH3:16]. Given the product [C:15]([O:1][C:2]1[C:3]([C:12]([OH:14])=[O:13])=[CH:4][C:5]2[C:10]([CH:11]=1)=[CH:9][CH:8]=[CH:7][CH:6]=2)(=[O:17])[CH3:16], predict the reactants needed to synthesize it. (5) Given the product [CH2:1]=[CH:2][CH:3]([S:14][S:24][C:16]1[S:15][C:19]2[CH:20]=[CH:21][CH:22]=[CH:23][C:18]=2[N:17]=1)[CH2:4][CH2:5][CH2:6][CH2:7][CH2:8][CH2:9][CH2:10][CH2:11][CH2:12][CH3:13], predict the reactants needed to synthesize it. The reactants are: [CH2:1]=[CH:2][CH:3]([SH:14])[CH2:4][CH2:5][CH2:6][CH2:7][CH2:8][CH2:9][CH2:10][CH2:11][CH2:12][CH3:13].[S:15]1[C:19]2[CH:20]=[CH:21][CH:22]=[CH:23][C:18]=2[N:17]=[C:16]1[S:24][S:24][C:16]1[S:15][C:19]2[CH:20]=[CH:21][CH:22]=[CH:23][C:18]=2[N:17]=1. (6) Given the product [Cl:57][C:54]1[CH:55]=[CH:56][C:34]2[O:33][C:32]3[C:29](=[O:31])[NH:30][C:38]([C@@H:40]4[CH2:44][C@@H:43]([F:45])[CH2:42][N:41]4[C:46]([O:48][C:49]([CH3:51])([CH3:52])[CH3:50])=[O:47])=[N:37][C:36]=3[C:35]=2[CH:53]=1, predict the reactants needed to synthesize it. The reactants are: BrC1C=CC2OC3C(=O)NC(C4CCN(C(OC(C)(C)C)=O)CC4)=NC=3C=2C=1.[C:29]([C:32]1[O:33][C:34]2[CH:56]=[CH:55][C:54]([Cl:57])=[CH:53][C:35]=2[C:36]=1[NH:37][C:38]([C@@H:40]1[CH2:44][C@@H:43]([F:45])[CH2:42][N:41]1[C:46]([O:48][C:49]([CH3:52])([CH3:51])[CH3:50])=[O:47])=O)(=[O:31])[NH2:30].BrC1C=CC2OC(C(=O)N)=C(NC(C3CCN(C(OC(C)(C)C)=O)CC3)=O)C=2C=1. (7) Given the product [Cl:20][C:15]1[C:16]([CH2:18][OH:19])=[CH:17][C:12]([C:2]#[N:3])=[N:13][CH:14]=1, predict the reactants needed to synthesize it. The reactants are: Br[C:2]1C=C(CO)C(F)=C[N:3]=1.Br[C:12]1[CH:17]=[C:16]([CH2:18][OH:19])[C:15]([Cl:20])=[CH:14][N:13]=1.